Dataset: Full USPTO retrosynthesis dataset with 1.9M reactions from patents (1976-2016). Task: Predict the reactants needed to synthesize the given product. Given the product [C:1]([N:4]1[CH2:13][CH2:12][C:11]2[C:6](=[CH:7][CH:8]=[C:9]([F:15])[C:10]=2[Br:14])[CH:5]1[CH2:16][C:17]([O:19][CH3:20])=[O:18])(=[O:3])[CH3:2], predict the reactants needed to synthesize it. The reactants are: [C:1]([N:4]1[CH:13]=[CH:12][C:11]2[C:6](=[CH:7][CH:8]=[C:9]([F:15])[C:10]=2[Br:14])[CH:5]1[CH2:16][C:17]([O:19][CH3:20])=[O:18])(=[O:3])[CH3:2].C([SiH](CC)CC)C.FC(F)(F)C(O)=O.